From a dataset of Forward reaction prediction with 1.9M reactions from USPTO patents (1976-2016). Predict the product of the given reaction. (1) Given the reactants [C:1]1([C:7]2[N:12]=[CH:11][C:10]([NH:13][C:14](=[O:19])[CH2:15][C:16]([OH:18])=O)=[CH:9][CH:8]=2)[CH:6]=[CH:5][CH:4]=[CH:3][CH:2]=1.CCN(C(C)C)C(C)C.[CH:29]1[CH:30]=[CH:31]C2N(O)N=[N:35][C:33]=2[CH:34]=1.CCN=C=NCCCN(C)C.Cl.Cl.[Cl:52][C:53]1[CH:58]=[CH:57][CH:56]=[CH:55][C:54]=1[S:59]NC1CCNCC1, predict the reaction product. The product is: [Cl:52][C:53]1[CH:58]=[CH:57][CH:56]=[CH:55][C:54]=1[S:59][CH:29]1[CH2:30][CH2:31][N:35]([C:16](=[O:18])[CH2:15][C:14]([NH:13][C:10]2[CH:11]=[N:12][C:7]([C:1]3[CH:2]=[CH:3][CH:4]=[CH:5][CH:6]=3)=[CH:8][CH:9]=2)=[O:19])[CH2:33][CH2:34]1. (2) Given the reactants [CH3:1][C:2]1[S:6][C:5]2[NH:7][C:8]3[CH:9]=[CH:10][CH:11]=[CH:12][C:13]=3[N:14]=[C:15]([N:16]3[CH2:21][CH2:20][N:19]([CH3:22])[CH2:18][CH2:17]3)[C:4]=2[CH:3]=1.[C:23]([OH:27])(=[O:26])[CH2:24][OH:25], predict the reaction product. The product is: [CH3:1][C:2]1[S:6][C:5]2[NH:7][C:8]3[CH:9]=[CH:10][CH:11]=[CH:12][C:13]=3[N:14]=[C:15]([N:16]3[CH2:17][CH2:18][N:19]([CH3:22])[CH2:20][CH2:21]3)[C:4]=2[CH:3]=1.[C:23]([O-:27])(=[O:26])[CH2:24][OH:25]. (3) Given the reactants Cl.[NH2:2][C:3]1[N:11]=[C:10]([O:12][CH2:13][CH2:14][CH2:15][CH3:16])[N:9]=[C:8]2[C:4]=1[NH:5][C:6](=[O:26])[N:7]2[CH2:17][CH2:18][CH2:19][NH:20][CH2:21][CH2:22][N:23]([CH3:25])[CH3:24].[CH:27](=O)[C:28]1[CH:33]=[CH:32][CH:31]=[CH:30][CH:29]=1.C(O[BH-](OC(=O)C)OC(=O)C)(=O)C.[Na+], predict the reaction product. The product is: [NH2:2][C:3]1[N:11]=[C:10]([O:12][CH2:13][CH2:14][CH2:15][CH3:16])[N:9]=[C:8]2[C:4]=1[NH:5][C:6](=[O:26])[N:7]2[CH2:17][CH2:18][CH2:19][N:20]([CH2:27][C:28]1[CH:33]=[CH:32][CH:31]=[CH:30][CH:29]=1)[CH2:21][CH2:22][N:23]([CH3:25])[CH3:24]. (4) Given the reactants [CH3:1][C:2]1([CH3:20])[C:11]2[C:6](=[CH:7][C:8]([CH:12]([CH2:15][CH2:16][CH2:17][CH2:18][CH3:19])[CH2:13][OH:14])=[CH:9][CH:10]=2)[O:5][CH2:4][CH2:3]1.C(#N)C.I([O-])(=O)(=O)=[O:25].[Na+].Cl, predict the reaction product. The product is: [CH3:1][C:2]1([CH3:20])[C:11]2[C:6](=[CH:7][C:8]([CH:12]([CH2:15][CH2:16][CH2:17][CH2:18][CH3:19])[C:13]([OH:25])=[O:14])=[CH:9][CH:10]=2)[O:5][CH2:4][CH2:3]1. (5) The product is: [Cl:8][C:6]1[C:5]([C:9]([F:12])([F:11])[F:10])=[CH:4][N:3]=[C:2]([N:21]2[CH2:20][CH2:19][N:18]3[C:22]4[CH:28]=[C:27]([S:29]([CH3:32])(=[O:30])=[O:31])[C:26]([C:33]([O:35][CH3:36])=[O:34])=[CH:25][C:23]=4[N:24]=[C:17]3[C@H:16]2[CH:13]([CH3:15])[CH3:14])[N:7]=1. Given the reactants Cl[C:2]1[N:7]=[C:6]([Cl:8])[C:5]([C:9]([F:12])([F:11])[F:10])=[CH:4][N:3]=1.[CH:13]([C@H:16]1[NH:21][CH2:20][CH2:19][N:18]2[C:22]3[CH:28]=[C:27]([S:29]([CH3:32])(=[O:31])=[O:30])[C:26]([C:33]([O:35][CH3:36])=[O:34])=[CH:25][C:23]=3[N:24]=[C:17]12)([CH3:15])[CH3:14], predict the reaction product. (6) Given the reactants [C:1]([N:11]1[CH2:16][CH2:15][NH:14][CH2:13][CH2:12]1)([O:3][CH2:4][C:5]1[CH:10]=[CH:9][CH:8]=[CH:7][CH:6]=1)=[O:2].[NH:17]([C:22]([O:24][C:25]([CH3:28])([CH3:27])[CH3:26])=[O:23])[CH2:18][C:19](O)=[O:20].F[P-](F)(F)(F)(F)F.N1(O[P+](N(C)C)(N(C)C)N(C)C)C2C=CC=CC=2N=N1.C(N(C(C)C)CC)(C)C, predict the reaction product. The product is: [C:25]([O:24][C:22]([NH:17][CH2:18][C:19]([N:14]1[CH2:13][CH2:12][N:11]([C:1]([O:3][CH2:4][C:5]2[CH:6]=[CH:7][CH:8]=[CH:9][CH:10]=2)=[O:2])[CH2:16][CH2:15]1)=[O:20])=[O:23])([CH3:28])([CH3:27])[CH3:26]. (7) Given the reactants [CH3:1][C:2]1[C:6]([B:7]2[O:11][C:10]([CH3:13])([CH3:12])[C:9]([CH3:15])([CH3:14])[O:8]2)=[C:5]([CH3:16])[NH:4][N:3]=1.C([O-])([O-])=O.[Cs+].[Cs+].Br[CH2:24][CH2:25][O:26][Si:27]([C:30]([CH3:33])([CH3:32])[CH3:31])([CH3:29])[CH3:28], predict the reaction product. The product is: [Si:27]([O:26][CH2:25][CH2:24][N:3]1[C:2]([CH3:1])=[C:6]([B:7]2[O:11][C:10]([CH3:12])([CH3:13])[C:9]([CH3:15])([CH3:14])[O:8]2)[C:5]([CH3:16])=[N:4]1)([C:30]([CH3:33])([CH3:32])[CH3:31])([CH3:29])[CH3:28].